Dataset: Reaction yield outcomes from USPTO patents with 853,638 reactions. Task: Predict the reaction yield, written as a fraction of the theoretical maximum amount of product (1.0 means a 100% yield; for example, 0.34 means a 34% yield). (1) The reactants are [Cl-].O[NH3+:3].[C:4](=[O:7])([O-])[OH:5].[Na+].CS(C)=O.[CH2:13]([C:17]1[N:18]=[C:19]([CH3:50])[N:20]([CH2:39][C:40]2[N:44]([CH3:45])[C:43]3[CH:46]=[CH:47][CH:48]=[CH:49][C:42]=3[N:41]=2)[C:21](=[O:38])[C:22]=1[CH2:23][C:24]1[CH:29]=[CH:28][C:27]([C:30]2[C:31]([C:36]#[N:37])=[CH:32][CH:33]=[CH:34][CH:35]=2)=[CH:26][CH:25]=1)[CH2:14][CH2:15][CH3:16]. The catalyst is C(OCC)(=O)C. The product is [CH2:13]([C:17]1[N:18]=[C:19]([CH3:50])[N:20]([CH2:39][C:40]2[N:44]([CH3:45])[C:43]3[CH:46]=[CH:47][CH:48]=[CH:49][C:42]=3[N:41]=2)[C:21](=[O:38])[C:22]=1[CH2:23][C:24]1[CH:29]=[CH:28][C:27]([C:30]2[CH:35]=[CH:34][CH:33]=[CH:32][C:31]=2[C:36]2[NH:3][C:4](=[O:7])[O:5][N:37]=2)=[CH:26][CH:25]=1)[CH2:14][CH2:15][CH3:16]. The yield is 0.650. (2) The reactants are [CH2:1]1[CH:5]2[C@@H:6]3C=C[C@H]([CH:4]2C=[CH:2]1)C3.[CH2:11]([O:15][C:16](=[O:19])[CH:17]=[CH2:18])[CH2:12][CH2:13][CH3:14].C1(C=CC(O)=CC=1)O. No catalyst specified. The product is [CH2:11]([O:15][C:16]([CH:17]1[CH2:4][CH:5]2[CH2:6][CH:18]1[CH:2]=[CH:1]2)=[O:19])[CH2:12][CH2:13][CH3:14]. The yield is 0.780. (3) The reactants are [C:1]1([OH:11])[C:10]2[C:5](=[CH:6][CH:7]=[CH:8][CH:9]=2)[CH:4]=[CH:3][CH:2]=1.[H-].[Na+].Cl[C:15]1[C:20]([C:21]([O:23][CH2:24][CH3:25])=[O:22])=[CH:19][N:18]=[C:17]([Cl:26])[CH:16]=1. No catalyst specified. The product is [Cl:26][C:17]1[CH:16]=[C:15]([O:11][C:1]2[C:10]3[C:5](=[CH:6][CH:7]=[CH:8][CH:9]=3)[CH:4]=[CH:3][CH:2]=2)[C:20]([C:21]([O:23][CH2:24][CH3:25])=[O:22])=[CH:19][N:18]=1. The yield is 0.620. (4) The product is [CH3:1][O:2][C:3](=[O:15])[C:4]1[CH:9]=[CH:8][C:7]([CH2:10][CH3:11])=[CH:6][C:5]=1[NH2:12]. The reactants are [CH3:1][O:2][C:3](=[O:15])[C:4]1[CH:9]=[CH:8][C:7]([CH:10]=[CH2:11])=[CH:6][C:5]=1[N+:12]([O-])=O. The catalyst is CO.[Pd]. The yield is 0.960.